This data is from NCI-60 drug combinations with 297,098 pairs across 59 cell lines. The task is: Regression. Given two drug SMILES strings and cell line genomic features, predict the synergy score measuring deviation from expected non-interaction effect. (1) Synergy scores: CSS=2.38, Synergy_ZIP=-3.27, Synergy_Bliss=-4.38, Synergy_Loewe=-2.53, Synergy_HSA=-2.41. Cell line: RXF 393. Drug 1: C1=NC2=C(N1)C(=S)N=CN2. Drug 2: CC1CCC2CC(C(=CC=CC=CC(CC(C(=O)C(C(C(=CC(C(=O)CC(OC(=O)C3CCCCN3C(=O)C(=O)C1(O2)O)C(C)CC4CCC(C(C4)OC)O)C)C)O)OC)C)C)C)OC. (2) Drug 1: C1CC(=O)NC(=O)C1N2CC3=C(C2=O)C=CC=C3N. Drug 2: CC(C)NC(=O)C1=CC=C(C=C1)CNNC.Cl. Cell line: KM12. Synergy scores: CSS=12.0, Synergy_ZIP=-5.56, Synergy_Bliss=-9.18, Synergy_Loewe=-2.02, Synergy_HSA=-3.91. (3) Cell line: DU-145. Synergy scores: CSS=59.8, Synergy_ZIP=3.46, Synergy_Bliss=3.61, Synergy_Loewe=-25.5, Synergy_HSA=1.61. Drug 2: CC1CCCC2(C(O2)CC(NC(=O)CC(C(C(=O)C(C1O)C)(C)C)O)C(=CC3=CSC(=N3)C)C)C. Drug 1: C(CCl)NC(=O)N(CCCl)N=O.